This data is from Forward reaction prediction with 1.9M reactions from USPTO patents (1976-2016). The task is: Predict the product of the given reaction. Given the reactants [NH2:1][C:2]1[N:7]=[CH:6][C:5]2[CH:8]([C:11]([OH:13])=[O:12])[CH2:9][CH2:10][C:4]=2[CH:3]=1.[CH3:14][Si](C=[N+]=[N-])(C)C, predict the reaction product. The product is: [NH2:1][C:2]1[N:7]=[CH:6][C:5]2[CH:8]([C:11]([O:13][CH3:14])=[O:12])[CH2:9][CH2:10][C:4]=2[CH:3]=1.